The task is: Predict which catalyst facilitates the given reaction.. This data is from Catalyst prediction with 721,799 reactions and 888 catalyst types from USPTO. (1) Reactant: [C:1]([O:5][C:6](=[O:21])[NH:7][C@@H:8]1[C:14](=[O:15])[NH:13][C:12]2[CH:16]=[C:17]([F:20])[CH:18]=[CH:19][C:11]=2[O:10][CH2:9]1)([CH3:4])([CH3:3])[CH3:2].[CH3:22][Si]([N-][Si](C)(C)C)(C)C.[Li+].CI. Product: [C:1]([O:5][C:6](=[O:21])[NH:7][C@@H:8]1[C:14](=[O:15])[N:13]([CH3:22])[C:12]2[CH:16]=[C:17]([F:20])[CH:18]=[CH:19][C:11]=2[O:10][CH2:9]1)([CH3:4])([CH3:2])[CH3:3]. The catalyst class is: 7. (2) Reactant: [F:1][C:2]1[CH:9]=[CH:8][C:5]([CH2:6][NH2:7])=[CH:4][CH:3]=1.[F:10][C:11]1[CH:18]=[CH:17][C:14]([CH2:15]Br)=[CH:13][CH:12]=1. Product: [F:1][C:2]1[CH:9]=[CH:8][C:5]([CH2:6][NH:7][CH2:15][C:14]2[CH:17]=[CH:18][C:11]([F:10])=[CH:12][CH:13]=2)=[CH:4][CH:3]=1. The catalyst class is: 1. (3) Reactant: [NH2:1][C:2]1[CH:6]=[C:5]([C:7]2[CH:8]=[N:9][NH:10][C:11]=2[CH3:12])[S:4][C:3]=1[C:13]([NH2:15])=[O:14].[Si:16]([O:23][CH:24]1[CH2:29][CH2:28][C:27](=O)[CH2:26][CH2:25]1)([C:19]([CH3:22])([CH3:21])[CH3:20])([CH3:18])[CH3:17].CC1(C)C2(CS(O)(=O)=O)C(CC1CC2)=O.[O-]S([O-])(=O)=O.[Mg+2]. Product: [Si:16]([O:23][CH:24]1[CH2:25][CH2:26][C:27]2([NH:1][C:2]3[CH:6]=[C:5]([C:7]4[CH:8]=[N:9][NH:10][C:11]=4[CH3:12])[S:4][C:3]=3[C:13](=[O:14])[NH:15]2)[CH2:28][CH2:29]1)([C:19]([CH3:22])([CH3:21])[CH3:20])([CH3:18])[CH3:17]. The catalyst class is: 44. (4) Reactant: CS(O[CH2:6][CH2:7][N:8]1[C:12]2=[N:13][CH:14]=[N:15][C:16]([NH2:17])=[C:11]2[C:10]([C:18]2[CH:23]=[CH:22][C:21]([NH:24][C:25]([C:27]3[N:28]([CH3:36])[C:29]4[C:34]([CH:35]=3)=[CH:33][CH:32]=[CH:31][CH:30]=4)=[O:26])=[C:20]([O:37][CH3:38])[CH:19]=2)=[N:9]1)(=O)=O.[CH3:39][N:40]1[CH2:45][CH2:44][NH:43][CH2:42][CH2:41]1.C(N(CC)CC)C. Product: [NH2:17][C:16]1[N:15]=[CH:14][N:13]=[C:12]2[N:8]([CH2:7][CH2:6][N:43]3[CH2:44][CH2:45][N:40]([CH3:39])[CH2:41][CH2:42]3)[N:9]=[C:10]([C:18]3[CH:23]=[CH:22][C:21]([NH:24][C:25]([C:27]4[N:28]([CH3:36])[C:29]5[C:34]([CH:35]=4)=[CH:33][CH:32]=[CH:31][CH:30]=5)=[O:26])=[C:20]([O:37][CH3:38])[CH:19]=3)[C:11]=12. The catalyst class is: 3. (5) Reactant: [CH3:1][N:2]1[CH:7]([C:8]2[CH:15]=[CH:14][C:11]([C:12]#[N:13])=[CH:10][C:9]=2B2OC(C)(C)C(C)(C)O2)[C:6]2[C:25](=[O:28])[CH2:26][CH2:27][C:5]=2[N:4]([C:29]2[CH:34]=[CH:33][CH:32]=[C:31]([C:35]([F:38])([F:37])[F:36])[CH:30]=2)[C:3]1=[O:39].Cl.Br[C:42]1[CH:47]=[CH:46][N:45]=[CH:44][N:43]=1.C(=O)([O-])[O-].[K+].[K+].ClCCl. Product: [CH3:1][N:2]1[CH:7]([C:8]2[CH:15]=[CH:14][C:11]([C:12]#[N:13])=[CH:10][C:9]=2[C:42]2[CH:47]=[CH:46][N:45]=[CH:44][N:43]=2)[C:6]2[C:25](=[O:28])[CH2:26][CH2:27][C:5]=2[N:4]([C:29]2[CH:34]=[CH:33][CH:32]=[C:31]([C:35]([F:36])([F:37])[F:38])[CH:30]=2)[C:3]1=[O:39]. The catalyst class is: 10. (6) Reactant: [Cl:1][C:2]1[CH:3]=[C:4]([F:16])[CH:5]=[C:6]2[C:10]=1[NH:9][C:8]([C:11]([O:13]CC)=[O:12])=[CH:7]2.[OH-].[Na+].Cl. Product: [Cl:1][C:2]1[CH:3]=[C:4]([F:16])[CH:5]=[C:6]2[C:10]=1[NH:9][C:8]([C:11]([OH:13])=[O:12])=[CH:7]2. The catalyst class is: 5.